From a dataset of Full USPTO retrosynthesis dataset with 1.9M reactions from patents (1976-2016). Predict the reactants needed to synthesize the given product. (1) The reactants are: [Br:1][C:2]1[CH:25]=[C:24]2[C:5]([CH2:6][C:7]3([C:17]42[NH:21][C:20](=S)[C:19]([CH3:23])=[N:18]4)[CH2:12][CH2:11][CH:10]([C:13]([F:16])([F:15])[F:14])[CH2:9][CH2:8]3)=[CH:4][CH:3]=1.[NH3:26]. Given the product [Br:1][C:2]1[CH:25]=[C:24]2[C:5]([CH2:6][C:7]3([C:17]42[N:21]=[C:20]([NH2:26])[C:19]([CH3:23])=[N:18]4)[CH2:12][CH2:11][CH:10]([C:13]([F:16])([F:15])[F:14])[CH2:9][CH2:8]3)=[CH:4][CH:3]=1, predict the reactants needed to synthesize it. (2) Given the product [Cl:1][C:2]1[N:3]=[C:4]([C:9]2[CH:10]=[CH:11][CH:12]=[CH:13][CH:14]=2)[N:5]([CH2:20][CH2:21][CH2:22][CH2:23][O:24][CH3:25])[C:6]=1[CH:7]=[O:8], predict the reactants needed to synthesize it. The reactants are: [Cl:1][C:2]1[N:3]=[C:4]([C:9]2[CH:14]=[CH:13][CH:12]=[CH:11][CH:10]=2)[NH:5][C:6]=1[CH:7]=[O:8].CS(O[CH2:20][CH2:21][CH2:22][CH2:23][O:24][CH3:25])(=O)=O.C(=O)([O-])[O-].[Cs+].[Cs+]. (3) Given the product [CH3:24][NH:25][C:26]([N:21]1[CH2:20][CH2:19][CH:18]([NH:17][C:4]2[CH:5]=[CH:6][C:7]([C:8](=[O:9])[C:10]3[CH:15]=[CH:14][CH:13]=[CH:12][C:11]=3[F:16])=[C:2]([NH2:1])[N:3]=2)[CH2:23][CH2:22]1)=[O:27], predict the reactants needed to synthesize it. The reactants are: [NH2:1][C:2]1[C:7]([C:8]([C:10]2[CH:15]=[CH:14][CH:13]=[CH:12][C:11]=2[F:16])=[O:9])=[CH:6][CH:5]=[C:4]([NH:17][CH:18]2[CH2:23][CH2:22][NH:21][CH2:20][CH2:19]2)[N:3]=1.[CH3:24][N:25]=[C:26]=[O:27]. (4) The reactants are: [Cl:1][C:2]1[C:7]([O:8][CH3:9])=[C:6]([O:10][CH3:11])[CH:5]=[CH:4][C:3]=1[C:12]([N:14]([CH2:20][C:21]1[N:25]([CH2:26][C:27]2[CH:32]=[CH:31][CH:30]=[CH:29][C:28]=2[OH:33])[C:24]2[CH:34]=[CH:35][CH:36]=[CH:37][C:23]=2[N:22]=1)[CH2:15][CH2:16][CH:17]([CH3:19])[CH3:18])=[O:13].C([O-])([O-])=O.[K+].[K+].[Cl:44][CH2:45][CH2:46][CH2:47]I. Given the product [Cl:1][C:2]1[C:7]([O:8][CH3:9])=[C:6]([O:10][CH3:11])[CH:5]=[CH:4][C:3]=1[C:12]([N:14]([CH2:20][C:21]1[N:25]([CH2:26][C:27]2[CH:32]=[CH:31][CH:30]=[CH:29][C:28]=2[O:33][CH2:47][CH2:46][CH2:45][Cl:44])[C:24]2[CH:34]=[CH:35][CH:36]=[CH:37][C:23]=2[N:22]=1)[CH2:15][CH2:16][CH:17]([CH3:19])[CH3:18])=[O:13], predict the reactants needed to synthesize it. (5) Given the product [Cl:1][C:2]1[CH:11]=[CH:10][C:9]2[CH2:8][CH2:7][N:6]([C:12]([O:14][C:15]([CH3:18])([CH3:17])[CH3:16])=[O:13])[CH:5]([C:19]3[CH:23]=[C:22]([CH:24]=[O:25])[S:21][C:20]=3[Cl:29])[C:4]=2[N:3]=1, predict the reactants needed to synthesize it. The reactants are: [Cl:1][C:2]1[CH:11]=[CH:10][C:9]2[CH2:8][CH2:7][N:6]([C:12]([O:14][C:15]([CH3:18])([CH3:17])[CH3:16])=[O:13])[CH:5]([C:19]3[CH:23]=[C:22]([CH:24]4OCC[O:25]4)[S:21][C:20]=3[Cl:29])[C:4]=2[N:3]=1.Cl.O. (6) Given the product [CH2:33]([O:32][C:30]([NH:1][C:2]1[C:10]2[C:5](=[N:6][C:7]([C:19]3[CH:24]=[CH:23][CH:22]=[C:21]([C:25]([F:28])([F:27])[F:26])[CH:20]=3)=[C:8]([C:11]3[CH:16]=[CH:15][N:14]=[C:13]([S:17][CH3:18])[N:12]=3)[CH:9]=2)[NH:4][N:3]=1)=[O:31])[C:34]1[CH:39]=[CH:38][CH:37]=[CH:36][CH:35]=1, predict the reactants needed to synthesize it. The reactants are: [NH2:1][C:2]1[C:10]2[C:5](=[N:6][C:7]([C:19]3[CH:24]=[CH:23][CH:22]=[C:21]([C:25]([F:28])([F:27])[F:26])[CH:20]=3)=[C:8]([C:11]3[CH:16]=[CH:15][N:14]=[C:13]([S:17][CH3:18])[N:12]=3)[CH:9]=2)[NH:4][N:3]=1.Cl[C:30]([O:32][CH2:33][C:34]1[CH:39]=[CH:38][CH:37]=[CH:36][CH:35]=1)=[O:31].